Dataset: Full USPTO retrosynthesis dataset with 1.9M reactions from patents (1976-2016). Task: Predict the reactants needed to synthesize the given product. (1) Given the product [CH2:25]([N:23]([CH3:24])[C:21](=[O:22])[CH2:20][N:18]1[CH:19]=[C:15]([N:14]2[C:5]3[C:4]4[CH:3]=[C:2]([C:38]5[CH:39]=[N:40][C:35]([N:30]6[CH2:31][CH2:32][CH2:33][CH2:34]6)=[N:36][CH:37]=5)[CH:11]=[CH:10][C:9]=4[N:8]=[CH:7][C:6]=3[N:12]([CH3:29])[C:13]2=[O:28])[C:16]([CH3:27])=[N:17]1)[CH3:26], predict the reactants needed to synthesize it. The reactants are: Br[C:2]1[CH:11]=[CH:10][C:9]2[N:8]=[CH:7][C:6]3[N:12]([CH3:29])[C:13](=[O:28])[N:14]([C:15]4[C:16]([CH3:27])=[N:17][N:18]([CH2:20][C:21]([N:23]([CH2:25][CH3:26])[CH3:24])=[O:22])[CH:19]=4)[C:5]=3[C:4]=2[CH:3]=1.[N:30]1([C:35]2[N:40]=[CH:39][C:38](B3OC(C)(C)C(C)(C)O3)=[CH:37][N:36]=2)[CH2:34][CH2:33][CH2:32][CH2:31]1. (2) Given the product [Cl:22][C:19]1[CH:20]=[C:21]2[C:16](=[CH:17][CH:18]=1)[NH:15][C:14](=[O:23])[C:13]2([CH:2]([C:1]([O:8][CH3:9])=[O:7])[C:3]([O:5][CH3:6])=[O:4])[C:24]1[C:25]([O:30][CH2:31][CH3:32])=[N:26][CH:27]=[CH:28][CH:29]=1, predict the reactants needed to synthesize it. The reactants are: [C:1]([O:8][CH3:9])(=[O:7])[CH2:2][C:3]([O:5][CH3:6])=[O:4].[H-].[Na+].Cl[C:13]1([C:24]2[C:25]([O:30][CH2:31][CH3:32])=[N:26][CH:27]=[CH:28][CH:29]=2)[C:21]2[C:16](=[CH:17][CH:18]=[C:19]([Cl:22])[CH:20]=2)[NH:15][C:14]1=[O:23].Cl.